Dataset: Forward reaction prediction with 1.9M reactions from USPTO patents (1976-2016). Task: Predict the product of the given reaction. (1) Given the reactants [OH:1][C@H:2]1[CH2:11][CH2:10][CH2:9][C:8]2[C@:3]1([CH3:14])[CH2:4][CH2:5][C:6](=[O:13])[C:7]=2[CH3:12].C(NC(C)C)(C)C.C([Li])CCC.[CH:27](=O)[C:28]1[CH:33]=[CH:32][CH:31]=[CH:30][CH:29]=1, predict the reaction product. The product is: [CH:27](=[C:5]1/[C:6](=[O:13])[C:7]([CH3:12])=[C:8]2[C@:3]([CH3:14])([CH2:4]/1)[C@@H:2]([OH:1])[CH2:11][CH2:10][CH2:9]2)\[C:28]1[CH:33]=[CH:32][CH:31]=[CH:30][CH:29]=1. (2) Given the reactants CC([N:5]1[C:9]2[N:10]=[C:11](O)[CH:12]=[C:13]([C:14]([O:16][CH2:17]C)=[O:15])[C:8]=2[C:7]([CH3:20])=[N:6]1)(C)C.P(Cl)(Cl)([Cl:23])=O, predict the reaction product. The product is: [Cl:23][C:11]1[CH:12]=[C:13]([C:14]([O:16][CH3:17])=[O:15])[C:8]2[C:7]([CH3:20])=[N:6][NH:5][C:9]=2[N:10]=1.